The task is: Regression. Given a peptide amino acid sequence and an MHC pseudo amino acid sequence, predict their binding affinity value. This is MHC class I binding data.. This data is from Peptide-MHC class I binding affinity with 185,985 pairs from IEDB/IMGT. (1) The peptide sequence is LLPQYDVIIQH. The MHC is H-2-Db with pseudo-sequence H-2-Db. The binding affinity (normalized) is 0. (2) The peptide sequence is KSPLPSLEY. The MHC is HLA-A11:01 with pseudo-sequence HLA-A11:01. The binding affinity (normalized) is 0.498. (3) The peptide sequence is VLMVDSFDPV. The MHC is HLA-A02:01 with pseudo-sequence HLA-A02:01. The binding affinity (normalized) is 0.677. (4) The peptide sequence is FPGEKRVSK. The MHC is HLA-B15:01 with pseudo-sequence HLA-B15:01. The binding affinity (normalized) is 0.0847. (5) The MHC is Mamu-B01 with pseudo-sequence Mamu-B01. The peptide sequence is VEPVKVAL. The binding affinity (normalized) is 0. (6) The peptide sequence is DSRPQKIWM. The MHC is HLA-B08:01 with pseudo-sequence HLA-B08:01. The binding affinity (normalized) is 0. (7) The peptide sequence is LPLKMLNIPSINVH. The MHC is HLA-A69:01 with pseudo-sequence HLA-A69:01. The binding affinity (normalized) is 0.0847. (8) The peptide sequence is CELSSHGDL. The MHC is HLA-B15:01 with pseudo-sequence HLA-B15:01. The binding affinity (normalized) is 0.213. (9) The peptide sequence is YLQYSISTA. The MHC is HLA-B27:03 with pseudo-sequence HLA-B27:03. The binding affinity (normalized) is 0.0847.